This data is from Catalyst prediction with 721,799 reactions and 888 catalyst types from USPTO. The task is: Predict which catalyst facilitates the given reaction. (1) Product: [CH2:1]([NH:8][C:9](=[S:26])[CH2:10][CH2:11][CH2:12][CH2:13][CH:14]=[CH2:15])[C:2]1[CH:7]=[CH:6][CH:5]=[CH:4][CH:3]=1. The catalyst class is: 7. Reactant: [CH2:1]([NH:8][C:9](=O)[CH2:10][CH2:11][CH2:12][CH2:13][CH:14]=[CH2:15])[C:2]1[CH:7]=[CH:6][CH:5]=[CH:4][CH:3]=1.COC1C=CC(P2(SP(C3C=CC(OC)=CC=3)(=S)S2)=[S:26])=CC=1. (2) Reactant: Br[CH2:2][C:3]#[N:4].C(N(CC)C(C)C)(C)C.[N:14]([CH2:17][CH:18]([S:32][S:33][C:34]([CH3:37])([CH3:36])[CH3:35])[CH2:19][C@H:20]([NH:24][C:25]([O:27][C:28]([CH3:31])([CH3:30])[CH3:29])=[O:26])[C:21]([OH:23])=[O:22])=[N+:15]=[N-:16]. Product: [C:3]([CH2:2][O:23][C:21](=[O:22])[C@@H:20]([NH:24][C:25]([O:27][C:28]([CH3:31])([CH3:30])[CH3:29])=[O:26])[CH2:19][CH:18]([S:32][S:33][C:34]([CH3:37])([CH3:35])[CH3:36])[CH2:17][N:14]=[N+:15]=[N-:16])#[N:4]. The catalyst class is: 10.